Dataset: NCI-60 drug combinations with 297,098 pairs across 59 cell lines. Task: Regression. Given two drug SMILES strings and cell line genomic features, predict the synergy score measuring deviation from expected non-interaction effect. (1) Drug 1: C1=NC2=C(N1)C(=S)N=C(N2)N. Drug 2: C1CNP(=O)(OC1)N(CCCl)CCCl. Cell line: UO-31. Synergy scores: CSS=28.2, Synergy_ZIP=2.00, Synergy_Bliss=1.67, Synergy_Loewe=-21.3, Synergy_HSA=0.696. (2) Drug 1: CC1=C(C=C(C=C1)C(=O)NC2=CC(=CC(=C2)C(F)(F)F)N3C=C(N=C3)C)NC4=NC=CC(=N4)C5=CN=CC=C5. Drug 2: C1CCC(C(C1)N)N.C(=O)(C(=O)[O-])[O-].[Pt+4]. Cell line: TK-10. Synergy scores: CSS=25.7, Synergy_ZIP=-5.53, Synergy_Bliss=0.668, Synergy_Loewe=-0.408, Synergy_HSA=-0.202. (3) Drug 1: CC(CN1CC(=O)NC(=O)C1)N2CC(=O)NC(=O)C2. Drug 2: CC1C(C(CC(O1)OC2CC(CC3=C2C(=C4C(=C3O)C(=O)C5=C(C4=O)C(=CC=C5)OC)O)(C(=O)C)O)N)O.Cl. Cell line: DU-145. Synergy scores: CSS=17.0, Synergy_ZIP=-8.09, Synergy_Bliss=-2.80, Synergy_Loewe=-6.02, Synergy_HSA=-1.10.